The task is: Predict the reactants needed to synthesize the given product.. This data is from Full USPTO retrosynthesis dataset with 1.9M reactions from patents (1976-2016). (1) Given the product [CH:17]1([N:7]2[CH2:8][C:9]([F:16])([CH:14]=[CH2:15])[C:10](=[O:13])[N:11]([CH3:12])[C:5]3[CH:4]=[N:3][C:2]([NH:23][C:24]4[CH:32]=[CH:31][C:27]([C:28]([OH:30])=[O:29])=[CH:26][C:25]=4[O:33][CH3:34])=[N:22][C:6]2=3)[CH2:21][CH2:20][CH2:19][CH2:18]1, predict the reactants needed to synthesize it. The reactants are: Cl[C:2]1[N:3]=[CH:4][C:5]2[N:11]([CH3:12])[C:10](=[O:13])[C:9]([F:16])([CH:14]=[CH2:15])[CH2:8][N:7]([CH:17]3[CH2:21][CH2:20][CH2:19][CH2:18]3)[C:6]=2[N:22]=1.[NH2:23][C:24]1[CH:32]=[CH:31][C:27]([C:28]([OH:30])=[O:29])=[CH:26][C:25]=1[O:33][CH3:34]. (2) Given the product [CH3:24][O:23][C:18]1[CH:19]=[CH:20][CH:21]=[CH:22][C:17]=1[C:13]1[CH:14]=[CH:15][CH:16]=[C:11]([N:9]2[CH:10]=[C:6]([C:4]([C:27]3[CH:32]=[C:31]([CH3:33])[CH:30]=[CH:29][N:28]=3)=[O:5])[N:7]=[CH:8]2)[CH:12]=1, predict the reactants needed to synthesize it. The reactants are: CON(C)[C:4]([C:6]1[N:7]=[CH:8][N:9]([C:11]2[CH:12]=[C:13]([C:17]3[CH:22]=[CH:21][CH:20]=[CH:19][C:18]=3[O:23][CH3:24])[CH:14]=[CH:15][CH:16]=2)[CH:10]=1)=[O:5].Br[C:27]1[CH:32]=[C:31]([CH3:33])[CH:30]=[CH:29][N:28]=1. (3) The reactants are: [F:1][C:2]([F:27])([F:26])[C:3]1[CH:8]=[CH:7][C:6]([C:9]2[C:13]3[CH:14]=[CH:15][C:16]([C:18]#[C:19][CH2:20]OS(C)(=O)=O)=[CH:17][C:12]=3[S:11][N:10]=2)=[CH:5][CH:4]=1.[CH3:28][NH:29][CH2:30][CH2:31][OH:32]. Given the product [CH3:28][N:29]([CH2:20][C:19]#[C:18][C:16]1[CH:15]=[CH:14][C:13]2[C:9]([C:6]3[CH:5]=[CH:4][C:3]([C:2]([F:27])([F:1])[F:26])=[CH:8][CH:7]=3)=[N:10][S:11][C:12]=2[CH:17]=1)[CH2:30][CH2:31][OH:32], predict the reactants needed to synthesize it. (4) Given the product [Cl:1][C:2]1[CH:7]=[CH:6][CH:5]=[C:4]([O:8][CH2:19][O:20][CH3:21])[CH:3]=1, predict the reactants needed to synthesize it. The reactants are: [Cl:1][C:2]1[CH:3]=[C:4]([OH:8])[CH:5]=[CH:6][CH:7]=1.CCN(C(C)C)C(C)C.Cl[CH2:19][O:20][CH3:21]. (5) The reactants are: [C:1]([O:4][C@H:5]1[CH2:22][CH2:21][C@@:20]2([CH3:23])[C@@H:7]([CH2:8][CH2:9][C@:10]3([CH3:35])[C@@H:19]2[CH2:18][CH2:17][C@H:16]2[C@@:11]3([CH3:34])[CH2:12][CH2:13][C@@:14]3([C:30]([NH:32][NH2:33])=[O:31])[CH2:26][CH2:25][C@@H:24]([C:27]([CH3:29])=[CH2:28])[C@@H:15]32)[C:6]1([CH3:37])[CH3:36])(=[O:3])[CH3:2].CCN(C(C)C)C(C)C.[C:47](Cl)(=[O:54])[C:48]1[CH:53]=[CH:52][CH:51]=[N:50][CH:49]=1. Given the product [C:1]([O:4][C@H:5]1[CH2:22][CH2:21][C@@:20]2([CH3:23])[C@@H:7]([CH2:8][CH2:9][C@:10]3([CH3:35])[C@@H:19]2[CH2:18][CH2:17][C@H:16]2[C@@:11]3([CH3:34])[CH2:12][CH2:13][C@@:14]3([C:30]([NH:32][NH:33][C:47](=[O:54])[C:48]4[CH:53]=[CH:52][CH:51]=[N:50][CH:49]=4)=[O:31])[CH2:26][CH2:25][C@@H:24]([C:27]([CH3:29])=[CH2:28])[C@@H:15]32)[C:6]1([CH3:37])[CH3:36])(=[O:3])[CH3:2], predict the reactants needed to synthesize it. (6) Given the product [ClH:21].[CH3:20][O:19][C@@H:13]([C@@H:9]1[CH2:10][CH2:11][CH2:12][NH:8]1)[C@@H:14]([CH3:18])[C:15]([OH:17])=[O:16], predict the reactants needed to synthesize it. The reactants are: C(OC([N:8]1[CH2:12][CH2:11][CH2:10][C@H:9]1[C@H:13]([O:19][CH3:20])[C@@H:14]([CH3:18])[C:15]([OH:17])=[O:16])=O)(C)(C)C.[ClH:21].O1CCOCC1.